The task is: Predict the reaction yield, written as a fraction of the theoretical maximum amount of product (1.0 means a 100% yield; for example, 0.34 means a 34% yield).. This data is from Reaction yield outcomes from USPTO patents with 853,638 reactions. (1) The reactants are [CH:1]1[CH:6]=[CH:5][C:4]([CH2:7][O:8][CH2:9][CH:10]([OH:13])[CH2:11][OH:12])=[CH:3][CH:2]=1.[CH3:14][CH2:15][C:16](=O)[CH2:17][CH3:18].O.C1(C)C=CC(S(O)(=O)=O)=CC=1.C(=O)([O-])O.[Na+]. The catalyst is O1CCCC1. The product is [CH2:7]([O:8][CH2:9][CH:10]1[CH2:11][O:12][C:16]([CH2:17][CH3:18])([CH2:15][CH3:14])[O:13]1)[C:4]1[CH:3]=[CH:2][CH:1]=[CH:6][CH:5]=1. The yield is 0.671. (2) The reactants are [CH3:1][CH2:2][CH:3]([OH:6])[CH2:4][CH3:5].[H-].[Na+].Cl[C:10]1[N:15]2[N:16]=[CH:17][C:18]([C:19]3[C:24]([CH3:25])=[CH:23][C:22]([CH3:26])=[CH:21][C:20]=3[CH3:27])=[C:14]2[N:13]=[C:12]([CH3:28])[CH:11]=1. The catalyst is C1COCC1. The product is [CH2:2]([CH:3]([O:6][C:10]1[N:15]2[N:16]=[CH:17][C:18]([C:19]3[C:20]([CH3:27])=[CH:21][C:22]([CH3:26])=[CH:23][C:24]=3[CH3:25])=[C:14]2[N:13]=[C:12]([CH3:28])[CH:11]=1)[CH2:4][CH3:5])[CH3:1]. The yield is 0.880. (3) The reactants are [CH3:1][O:2][C:3](=[O:20])[C:4](=[N:12][NH:13][C:14]1[CH:19]=[CH:18][CH:17]=[CH:16][CH:15]=1)[C:5](=[O:11])[CH2:6][C:7](OC)=[O:8]. The catalyst is ClC1C=CC=CC=1Cl. The product is [CH3:1][O:2][C:3]([C:4]1[C:5]([OH:11])=[CH:6][C:7](=[O:8])[N:13]([C:14]2[CH:19]=[CH:18][CH:17]=[CH:16][CH:15]=2)[N:12]=1)=[O:20]. The yield is 0.990. (4) The reactants are [F:1][C:2]1[CH:3]=[CH:4][C:5]([C:9]2[NH:10][CH:11]=[CH:12][N:13]=2)=[C:6]([OH:8])[CH:7]=1.CN(C)C=O.C(=O)([O-])[O-].[Cs+].[Cs+].Br[CH2:26][CH2:27]Br. The catalyst is O. The product is [F:1][C:2]1[CH:3]=[CH:4][C:5]2[C:9]3[N:13]([CH:12]=[CH:11][N:10]=3)[CH2:26][CH2:27][O:8][C:6]=2[CH:7]=1. The yield is 0.670. (5) The reactants are C(OC([N:8]1[CH2:13][CH2:12][N:11]([C:14]2[N:19]=[C:18]([C:20]3[CH:25]=[CH:24][N:23]=[C:22]([NH:26][CH:27]4[CH2:32][CH2:31][O:30][CH2:29][CH2:28]4)[CH:21]=3)[CH:17]=[C:16]([C:33](=[O:35])[NH2:34])[CH:15]=2)[CH2:10][CH2:9]1)=O)(C)(C)C.C(O)(C(F)(F)F)=O. No catalyst specified. The product is [N:11]1([C:14]2[N:19]=[C:18]([C:20]3[CH:25]=[CH:24][N:23]=[C:22]([NH:26][CH:27]4[CH2:32][CH2:31][O:30][CH2:29][CH2:28]4)[CH:21]=3)[CH:17]=[C:16]([C:33]([NH2:34])=[O:35])[CH:15]=2)[CH2:10][CH2:9][NH:8][CH2:13][CH2:12]1. The yield is 0.750. (6) The yield is 0.468. The catalyst is C(OCC)(=O)C.[Pd]. The reactants are [CH3:1][O:2][C:3]1[CH:8]=[CH:7][C:6]([N+:9]([O-])=O)=[CH:5][C:4]=1[NH:12][C:13]1[N:18]=[C:17]2[N:19]([CH:23]3[CH2:28][CH2:27][CH2:26][CH2:25][O:24]3)[N:20]=[C:21]([CH3:22])[C:16]2=[C:15]([NH:29][C:30]2[CH:39]=[CH:38][CH:37]=[CH:36][C:31]=2[C:32]([NH:34][CH3:35])=[O:33])[N:14]=1. The product is [NH2:9][C:6]1[CH:7]=[CH:8][C:3]([O:2][CH3:1])=[C:4]([NH:12][C:13]2[N:18]=[C:17]3[N:19]([CH:23]4[CH2:28][CH2:27][CH2:26][CH2:25][O:24]4)[N:20]=[C:21]([CH3:22])[C:16]3=[C:15]([NH:29][C:30]3[CH:39]=[CH:38][CH:37]=[CH:36][C:31]=3[C:32]([NH:34][CH3:35])=[O:33])[N:14]=2)[CH:5]=1. (7) The reactants are [CH3:1][C:2]1([CH3:20])[CH2:6][C:5]2[C:7]([CH3:19])=[C:8]([N:13]3[CH2:18][CH2:17][NH:16][CH2:15][CH2:14]3)[C:9]([CH3:12])=[C:10]([CH3:11])[C:4]=2[O:3]1.Br[C:22]1[CH:27]=[CH:26][C:25]([Cl:28])=[C:24]([O:29][CH3:30])[CH:23]=1. No catalyst specified. The product is [Cl:28][C:25]1[CH:26]=[CH:27][C:22]([N:16]2[CH2:15][CH2:14][N:13]([C:8]3[C:9]([CH3:12])=[C:10]([CH3:11])[C:4]4[O:3][C:2]([CH3:20])([CH3:1])[CH2:6][C:5]=4[C:7]=3[CH3:19])[CH2:18][CH2:17]2)=[CH:23][C:24]=1[O:29][CH3:30]. The yield is 0.240.